This data is from Forward reaction prediction with 1.9M reactions from USPTO patents (1976-2016). The task is: Predict the product of the given reaction. (1) Given the reactants [CH3:1][O:2][C:3]1[CH:8]=[CH:7][C:6]([CH2:9][C:10]([C:12]2[CH:17]=[CH:16][N:15]=[CH:14][CH:13]=2)=[O:11])=[CH:5][CH:4]=1.CO[CH:20](OC)[N:21]([CH3:23])[CH3:22].O, predict the reaction product. The product is: [CH3:20][N:21]([CH3:23])[CH:22]=[C:9]([C:6]1[CH:5]=[CH:4][C:3]([O:2][CH3:1])=[CH:8][CH:7]=1)[C:10]([C:12]1[CH:13]=[CH:14][N:15]=[CH:16][CH:17]=1)=[O:11]. (2) Given the reactants Cl.[C:2]([O:6][C:7](=[O:13])[C@@H:8]1[CH2:12][CH2:11][CH2:10][NH:9]1)([CH3:5])([CH3:4])[CH3:3].CC[N:16]([CH:20]([CH3:22])[CH3:21])[CH:17]([CH3:19])C.CN(C([O:30]N1N=NC2C=CC=NC1=2)=[N+](C)C)C.F[P-](F)(F)(F)(F)F.C(OCC)(=O)C, predict the reaction product. The product is: [NH:16]1[CH2:17][CH2:19][CH2:22][C@H:20]1[C:21]([N:9]1[CH2:10][CH2:11][CH2:12][C@H:8]1[C:7]([O:6][C:2]([CH3:5])([CH3:3])[CH3:4])=[O:13])=[O:30]. (3) Given the reactants N1[CH:6]=[CH:5][CH:4]=[C:3]([CH2:7][C:8]2[CH:9]=[N:10][CH:11]=[CH:12][CH:13]=2)C=1.[Li+].C[CH:16]([N-:18]C(C)C)C.[Br:22][C:23]1[CH:28]=[CH:27][CH:26]=[C:25]([CH:29]([C:31]2[CH:36]=[CH:35][CH:34]=[C:33]([Br:37])[N:32]=2)Cl)[N:24]=1, predict the reaction product. The product is: [Br:22][C:23]1[CH:28]=[CH:27][CH:26]=[C:25]([CH:29]([C:31]2[CH:36]=[CH:35][CH:34]=[C:33]([Br:37])[N:32]=2)[CH:7]([C:3]2[CH:4]=[CH:5][CH:6]=[CH:16][N:18]=2)[C:8]2[CH:9]=[N:10][CH:11]=[CH:12][CH:13]=2)[N:24]=1. (4) Given the reactants [OH:1][CH2:2][C:3]([CH2:8][OH:9])([CH3:7])[C:4]([OH:6])=[O:5].CO[C:12](OC)([CH3:14])[CH3:13], predict the reaction product. The product is: [CH3:13][C:12]1([CH3:14])[O:9][CH2:8][C:3]([CH3:7])([C:4]([OH:6])=[O:5])[CH2:2][O:1]1. (5) The product is: [F:16][C:2]([F:1])([F:17])[C:3]1[CH:4]=[C:5]([CH:9]=[C:10]([C:12]([F:15])([F:14])[F:13])[CH:11]=1)[C:6]([N:38]1[CH2:39][CH2:40][N:41]([CH2:43][C:44]2[CH:49]=[CH:48][CH:47]=[CH:46][CH:45]=2)[CH2:42][C@H:37]1[CH2:36][C:35]1[CH:34]=[CH:33][C:32]([O:31][CH3:30])=[CH:51][CH:50]=1)=[O:8]. Given the reactants [F:1][C:2]([F:17])([F:16])[C:3]1[CH:4]=[C:5]([CH:9]=[C:10]([C:12]([F:15])([F:14])[F:13])[CH:11]=1)[C:6]([OH:8])=O.N1C=CC=CC=1.C(Cl)(=O)C(Cl)=O.[CH3:30][O:31][C:32]1[CH:51]=[CH:50][C:35]([CH2:36][C@@H:37]2[CH2:42][N:41]([CH2:43][C:44]3[CH:49]=[CH:48][CH:47]=[CH:46][CH:45]=3)[CH2:40][CH2:39][NH:38]2)=[CH:34][CH:33]=1, predict the reaction product. (6) Given the reactants [NH2:1][C:2]([CH3:33])([CH3:32])[C:3]([NH:5][C:6]1[CH:11]=[CH:10][CH:9]=[C:8]([C:12]2[C:21]3[C:16](=[CH:17][C:18]([O:27][CH2:28][CH3:29])=[C:19]4[O:24][C:23]([CH3:26])([CH3:25])[CH2:22][C:20]4=3)[CH2:15][C:14]([CH3:31])([CH3:30])[N:13]=2)[CH:7]=1)=[O:4].[C:34](=O)([O-])[OH:35].[Na+], predict the reaction product. The product is: [CH3:33][C:2]1([CH3:32])[NH:1][C:34](=[O:35])[N:5]([C:6]2[CH:11]=[CH:10][CH:9]=[C:8]([C:12]3[C:21]4[C:16](=[CH:17][C:18]([O:27][CH2:28][CH3:29])=[C:19]5[O:24][C:23]([CH3:25])([CH3:26])[CH2:22][C:20]5=4)[CH2:15][C:14]([CH3:31])([CH3:30])[N:13]=3)[CH:7]=2)[C:3]1=[O:4]. (7) Given the reactants C([Li])CCC.CC1(C)CCCC(C)(C)N1.[F:16][C:17]1[CH:24]=[C:23]([CH3:25])[CH:22]=[CH:21][C:18]=1[C:19]#[N:20].[I-:26].S([O-])(O)(=O)=O.[Na+], predict the reaction product. The product is: [F:16][C:17]1[C:24]([I:26])=[C:23]([CH3:25])[CH:22]=[CH:21][C:18]=1[C:19]#[N:20].